This data is from Full USPTO retrosynthesis dataset with 1.9M reactions from patents (1976-2016). The task is: Predict the reactants needed to synthesize the given product. (1) Given the product [C:45]([C:40]1[CH:41]=[C:42]2[C:37](=[C:38]([F:49])[CH:39]=1)[C:36](=[O:50])[N:35]([C:34]1[CH:33]=[CH:32][CH:31]=[C:30]([C:2]3[CH:3]=[C:4]([NH:10][C:11]4[N:12]=[CH:13][C:14]([N:17]5[CH2:22][CH2:21][N:20]([CH3:23])[CH2:19][CH2:18]5)=[N:15][CH:16]=4)[C:5](=[O:9])[N:6]([CH3:8])[N:7]=3)[C:29]=1[CH2:28][OH:27])[N:44]=[CH:43]2)([CH3:48])([CH3:46])[CH3:47], predict the reactants needed to synthesize it. The reactants are: Cl[C:2]1[CH:3]=[C:4]([NH:10][C:11]2[N:12]=[CH:13][C:14]([N:17]3[CH2:22][CH2:21][N:20]([CH3:23])[CH2:19][CH2:18]3)=[N:15][CH:16]=2)[C:5](=[O:9])[N:6]([CH3:8])[N:7]=1.C([O:27][CH2:28][C:29]1[C:34]([N:35]2[N:44]=[CH:43][C:42]3[C:37](=[C:38]([F:49])[CH:39]=[C:40]([C:45]([CH3:48])([CH3:47])[CH3:46])[CH:41]=3)[C:36]2=[O:50])=[CH:33][CH:32]=[CH:31][C:30]=1[B-](F)(F)F)(=O)C.[K+].CC(C1C=C(C(C)C)C(C2C=CC=CC=2P(C2CCCCC2)C2CCCCC2)=C(C(C)C)C=1)C.[OH-].[Na+]. (2) Given the product [CH3:8][C:6]1[CH:5]=[CH:4][C:3]2[NH:9][C:10](=[O:11])[C:12]3[CH:17]=[C:16]([N+:18]([O-:20])=[O:19])[CH:15]=[CH:14][C:13]=3[O:1][C:2]=2[CH:7]=1, predict the reactants needed to synthesize it. The reactants are: [OH:1][C:2]1[CH:7]=[C:6]([CH3:8])[CH:5]=[CH:4][C:3]=1[NH:9][C:10]([C:12]1[CH:17]=[C:16]([N+:18]([O-:20])=[O:19])[CH:15]=[CH:14][C:13]=1Cl)=[O:11].[OH-].[Na+]. (3) Given the product [NH2:2][C:1]1[NH:22][N:21]=[C:7]([NH:12][C:13]2[CH:18]=[CH:17][C:16]([CH3:19])=[CH:15][CH:14]=2)[C:3]=1[C:4]([NH2:6])=[O:5], predict the reactants needed to synthesize it. The reactants are: [C:1]([C:3](=[C:7](SC)SC)[C:4]([NH2:6])=[O:5])#[N:2].[NH2:12][C:13]1[CH:18]=[CH:17][C:16]([CH3:19])=[CH:15][CH:14]=1.O.[NH2:21][NH2:22]. (4) Given the product [CH3:1][C:2]1([CH3:27])[C:6]2[C:7]([O:11][C:12]3[N:17]=[CH:16][C:15]([N:18]4[C:19](=[O:26])[C@@H:20]([C:22]([CH3:25])([CH3:24])[CH3:23])[NH:21][C:36]4=[O:38])=[CH:14][N:13]=3)=[CH:8][CH:9]=[CH:10][C:5]=2[O:4][CH2:3]1, predict the reactants needed to synthesize it. The reactants are: [CH3:1][C:2]1([CH3:27])[C:6]2[C:7]([O:11][C:12]3[N:17]=[CH:16][C:15]([NH:18][C:19](=[O:26])[C@@H:20]([C:22]([CH3:25])([CH3:24])[CH3:23])[NH2:21])=[CH:14][N:13]=3)=[CH:8][CH:9]=[CH:10][C:5]=2[O:4][CH2:3]1.C(N(CC)CC)C.Cl[C:36](Cl)([O:38]C(=O)OC(Cl)(Cl)Cl)Cl.O. (5) The reactants are: [C:1]([C:5]1[O:9][N:8]=[C:7]([NH:10][C:11](=[O:19])OC2C=CC=CC=2)[CH:6]=1)([CH3:4])([CH3:3])[CH3:2].[NH2:20][C:21]1[CH:22]=[C:23]([OH:28])[CH:24]=[CH:25][C:26]=1[F:27].C1CCN2C(=NCCC2)CC1. Given the product [C:1]([C:5]1[O:9][N:8]=[C:7]([NH:10][C:11]([NH:20][C:21]2[CH:22]=[C:23]([OH:28])[CH:24]=[CH:25][C:26]=2[F:27])=[O:19])[CH:6]=1)([CH3:2])([CH3:3])[CH3:4], predict the reactants needed to synthesize it. (6) The reactants are: [C:1]([O:4][C:5]12[CH2:9][C:7]([NH2:10])([CH2:8]1)[CH2:6]2)(=[O:3])[CH3:2].C(=O)(O)[O-].[Na+].[C:16](Cl)(=[O:18])[CH3:17]. Given the product [C:1]([O:4][C:5]12[CH2:9][C:7]([NH:10][C:16](=[O:18])[CH3:17])([CH2:8]1)[CH2:6]2)(=[O:3])[CH3:2], predict the reactants needed to synthesize it. (7) Given the product [N:21]1([CH2:27][CH2:28][NH:29][S:17]([C:15]2[CH:14]=[CH:13][C:11]3[N:12]=[C:8]([C:3]4[C:4]([CH3:7])=[N:5][NH:6][C:2]=4[NH2:1])[S:9][C:10]=3[CH:16]=2)(=[O:19])=[O:18])[CH2:26][CH2:25][O:24][CH2:23][CH2:22]1, predict the reactants needed to synthesize it. The reactants are: [NH2:1][C:2]1[NH:6][N:5]=[C:4]([CH3:7])[C:3]=1[C:8]1[S:9][C:10]2[CH:16]=[C:15]([S:17](Cl)(=[O:19])=[O:18])[CH:14]=[CH:13][C:11]=2[N:12]=1.[N:21]1([CH2:27][CH2:28][NH2:29])[CH2:26][CH2:25][O:24][CH2:23][CH2:22]1.CN1CCOCC1. (8) The reactants are: [Br:1][C:2]1[CH:3]=[C:4]2[C:8](=[CH:9][CH:10]=1)[NH:7][CH:6]=[CH:5]2.[CH3:11][N:12]1[CH2:17][CH2:16][C:15](=O)[CH2:14][CH2:13]1. Given the product [Br:1][C:2]1[CH:3]=[C:4]2[C:8](=[CH:9][CH:10]=1)[NH:7][CH:6]=[C:5]2[C:15]1[CH2:16][CH2:17][N:12]([CH3:11])[CH2:13][CH:14]=1, predict the reactants needed to synthesize it. (9) The reactants are: S(=O)(=O)(O)O.[C:6]([OH:19])(=[O:18])[C:7]1[CH:17]=[C:14]([O:15][CH3:16])[C:12]([OH:13])=[C:9]([O:10][CH3:11])[CH:8]=1.[CH3:20]O. Given the product [OH:13][C:12]1[C:14]([O:15][CH3:16])=[CH:17][C:7]([C:6]([O:19][CH3:20])=[O:18])=[CH:8][C:9]=1[O:10][CH3:11], predict the reactants needed to synthesize it.